From a dataset of NCI-60 drug combinations with 297,098 pairs across 59 cell lines. Regression. Given two drug SMILES strings and cell line genomic features, predict the synergy score measuring deviation from expected non-interaction effect. (1) Drug 1: C1=C(C(=O)NC(=O)N1)F. Drug 2: C1CN(CCN1C(=O)CCBr)C(=O)CCBr. Cell line: MDA-MB-231. Synergy scores: CSS=19.8, Synergy_ZIP=-11.5, Synergy_Bliss=0.112, Synergy_Loewe=-5.15, Synergy_HSA=1.42. (2) Drug 1: CC1OCC2C(O1)C(C(C(O2)OC3C4COC(=O)C4C(C5=CC6=C(C=C35)OCO6)C7=CC(=C(C(=C7)OC)O)OC)O)O. Drug 2: C1=NC2=C(N1)C(=S)N=C(N2)N. Cell line: SR. Synergy scores: CSS=84.8, Synergy_ZIP=-1.09, Synergy_Bliss=-1.37, Synergy_Loewe=-1.46, Synergy_HSA=0.753. (3) Drug 1: CC1OCC2C(O1)C(C(C(O2)OC3C4COC(=O)C4C(C5=CC6=C(C=C35)OCO6)C7=CC(=C(C(=C7)OC)O)OC)O)O. Drug 2: C1=NNC2=C1C(=O)NC=N2. Cell line: SF-539. Synergy scores: CSS=12.1, Synergy_ZIP=1.30, Synergy_Bliss=-2.80, Synergy_Loewe=-31.3, Synergy_HSA=-1.85.